Predict the reactants needed to synthesize the given product. From a dataset of Full USPTO retrosynthesis dataset with 1.9M reactions from patents (1976-2016). (1) Given the product [CH2:1]([O:8][C:9]1[C:17]([O:18][CH3:19])=[CH:16][C:12]([C:13]#[N:14])=[C:11]([I:20])[CH:10]=1)[C:2]1[CH:3]=[CH:4][CH:5]=[CH:6][CH:7]=1, predict the reactants needed to synthesize it. The reactants are: [CH2:1]([O:8][C:9]1[C:17]([O:18][CH3:19])=[CH:16][C:12]([CH:13]=[N:14]O)=[C:11]([I:20])[CH:10]=1)[C:2]1[CH:7]=[CH:6][CH:5]=[CH:4][CH:3]=1.C(N(CC)CC)C.FC(F)(F)C(OC(=O)C(F)(F)F)=O.Cl. (2) Given the product [CH3:1][C:2]1([CH3:21])[CH2:6][C:5]2[CH:7]=[C:8]([N:16]3[CH:20]=[N:19][N:18]=[N:17]3)[CH:9]=[C:10]([C:11]([OH:13])=[O:12])[C:4]=2[O:3]1, predict the reactants needed to synthesize it. The reactants are: [CH3:1][C:2]1([CH3:21])[CH2:6][C:5]2[CH:7]=[C:8]([N:16]3[CH:20]=[N:19][N:18]=[N:17]3)[CH:9]=[C:10]([C:11]([O:13]CC)=[O:12])[C:4]=2[O:3]1.[OH-].[Li+].CO.O1CCCC1.